From a dataset of Reaction yield outcomes from USPTO patents with 853,638 reactions. Predict the reaction yield, written as a fraction of the theoretical maximum amount of product (1.0 means a 100% yield; for example, 0.34 means a 34% yield). (1) The reactants are [F:1][CH:2]([F:24])[O:3][C:4]1[CH:9]=[CH:8][C:7](/[C:10](=[N:22]\O)/[CH:11]2[CH2:14][N:13]([C:15]([O:17][C:18]([CH3:21])([CH3:20])[CH3:19])=[O:16])[CH2:12]2)=[CH:6][CH:5]=1.[H][H]. The catalyst is CO.[Pd]. The product is [NH2:22][CH:10]([C:7]1[CH:6]=[CH:5][C:4]([O:3][CH:2]([F:24])[F:1])=[CH:9][CH:8]=1)[CH:11]1[CH2:14][N:13]([C:15]([O:17][C:18]([CH3:21])([CH3:20])[CH3:19])=[O:16])[CH2:12]1. The yield is 0.860. (2) The reactants are [H-].[Al+3].[Li+].[H-].[H-].[H-].C[O:8][C:9]([C@H:11]1[CH2:16][CH2:15][C@H:14]([NH:17][C:18]([C:20]2[CH:21]=[CH:22][C:23]3[S:28][CH2:27][C:26](=[O:29])[NH:25][C:24]=3[CH:30]=2)=[O:19])[CH2:13][CH2:12]1)=O. The catalyst is O1CCCC1. The product is [OH:8][CH2:9][C@H:11]1[CH2:12][CH2:13][C@H:14]([NH:17][C:18]([C:20]2[CH:21]=[CH:22][C:23]3[S:28][CH2:27][C:26](=[O:29])[NH:25][C:24]=3[CH:30]=2)=[O:19])[CH2:15][CH2:16]1. The yield is 0.400. (3) The reactants are [NH2:1][C:2]1[CH:32]=[CH:31][C:5]([CH2:6][NH:7][C:8]2[N:13]3[CH:14]=[CH:15][N:16]=[C:12]3[C:11]([C:17]([NH2:19])=[O:18])=[C:10]([NH:20][C:21]3[CH:26]=[C:25]([O:27][CH3:28])[CH:24]=[C:23]([O:29][CH3:30])[CH:22]=3)[N:9]=2)=[CH:4][CH:3]=1.[C:33]([CH2:35][C:36](O)=[O:37])#[N:34].CCN(C(C)C)C(C)C.CN(C(ON1N=NC2C=CC=NC1=2)=[N+](C)C)C.F[P-](F)(F)(F)(F)F. The catalyst is C(Cl)Cl. The product is [C:33]([CH2:35][C:36]([NH:1][C:2]1[CH:32]=[CH:31][C:5]([CH2:6][NH:7][C:8]2[N:13]3[CH:14]=[CH:15][N:16]=[C:12]3[C:11]([C:17]([NH2:19])=[O:18])=[C:10]([NH:20][C:21]3[CH:26]=[C:25]([O:27][CH3:28])[CH:24]=[C:23]([O:29][CH3:30])[CH:22]=3)[N:9]=2)=[CH:4][CH:3]=1)=[O:37])#[N:34]. The yield is 0.610.